Dataset: Catalyst prediction with 721,799 reactions and 888 catalyst types from USPTO. Task: Predict which catalyst facilitates the given reaction. (1) Reactant: [CH2:1]([O:3][C:4](=[O:19])[C:5]([CH3:18])([CH3:17])[CH2:6][C:7]1NC2C(=NC(Cl)=CC=2)[CH:8]=1)[CH3:2].ClC1C=CC(CCl)=CC=1.C([O-])([O-])=O.[Cs+].[Cs+]. Product: [CH2:1]([O:3][C:4](=[O:19])[C:5]([CH3:18])([CH3:17])[CH2:6][C:7]#[CH:8])[CH3:2]. The catalyst class is: 639. (2) Reactant: [CH2:1]([C:8]1[C:20](=[O:21])[N:19]([CH:22]2[CH2:26][CH2:25][CH2:24][CH2:23]2)[C:11]2[N:12]=[C:13](S(C)=O)[N:14]=[CH:15][C:10]=2[CH:9]=1)[C:2]1[CH:7]=[CH:6][CH:5]=[CH:4][CH:3]=1.[C:27]([O:31][C:32]([N:34]1[CH2:39][CH2:38][N:37]([C:40]2[CH:41]=[N:42][C:43]([NH2:46])=[CH:44][CH:45]=2)[CH2:36][CH2:35]1)=[O:33])([CH3:30])([CH3:29])[CH3:28]. Product: [C:27]([O:31][C:32]([N:34]1[CH2:39][CH2:38][N:37]([C:40]2[CH:41]=[N:42][C:43]([NH:46][C:13]3[N:14]=[CH:15][C:10]4[CH:9]=[C:8]([CH2:1][C:2]5[CH:7]=[CH:6][CH:5]=[CH:4][CH:3]=5)[C:20](=[O:21])[N:19]([CH:22]5[CH2:26][CH2:25][CH2:24][CH2:23]5)[C:11]=4[N:12]=3)=[CH:44][CH:45]=2)[CH2:36][CH2:35]1)=[O:33])([CH3:30])([CH3:28])[CH3:29]. The catalyst class is: 11. (3) Reactant: [Cl:1][C:2]1[CH:3]=[C:4]2[C:8](=[CH:9][CH:10]=1)[NH:7][C:6]([S:11]([N:14]1[CH2:19][CH2:18][N:17]([C:20]([C:22]3[S:23][C:24]4[CH2:30][C:29]5(OCC[O:31]5)[CH2:28][CH2:27][C:25]=4[N:26]=3)=[O:21])[CH2:16][CH2:15]1)(=[O:13])=[O:12])=[CH:5]2. The catalyst class is: 5. Product: [Cl:1][C:2]1[CH:3]=[C:4]2[C:8](=[CH:9][CH:10]=1)[NH:7][C:6]([S:11]([N:14]1[CH2:19][CH2:18][N:17]([C:20]([C:22]3[S:23][C:24]4[CH2:30][C:29](=[O:31])[CH2:28][CH2:27][C:25]=4[N:26]=3)=[O:21])[CH2:16][CH2:15]1)(=[O:13])=[O:12])=[CH:5]2. (4) Reactant: [CH2:1]([O:3][C:4]([C:6]1[C:10]([N+:11]([O-])=O)=[CH:9][NH:8][N:7]=1)=[O:5])[CH3:2]. Product: [CH2:1]([O:3][C:4]([C:6]1[C:10]([NH2:11])=[CH:9][NH:8][N:7]=1)=[O:5])[CH3:2]. The catalyst class is: 50. (5) Reactant: [F:1][C:2]1[CH:11]=[CH:10][C:9]([N+:12]([O-])=O)=[CH:8][C:3]=1[C:4]([O:6][CH3:7])=[O:5].C([O-])(=O)C.O.O.[Sn](Cl)Cl. Product: [NH2:12][C:9]1[CH:10]=[CH:11][C:2]([F:1])=[C:3]([CH:8]=1)[C:4]([O:6][CH3:7])=[O:5]. The catalyst class is: 74. (6) Reactant: Br[C:2]1[CH:20]=[CH:19][C:5]([O:6][CH2:7][CH2:8][CH2:9][N:10]([CH2:15][CH2:16][CH2:17][CH3:18])[CH2:11][CH2:12][CH2:13][CH3:14])=[CH:4][CH:3]=1.[Mg].[B:22](OC)([O:25]C)[O:23]C. Product: [CH2:11]([N:10]([CH2:15][CH2:16][CH2:17][CH3:18])[CH2:9][CH2:8][CH2:7][O:6][C:5]1[CH:19]=[CH:20][C:2]([B:22]([OH:25])[OH:23])=[CH:3][CH:4]=1)[CH2:12][CH2:13][CH3:14]. The catalyst class is: 1. (7) Reactant: [CH3:1][N:2]1[C:6]([C:7]2[CH:8]=[C:9]([C:13]([O:15]C)=[O:14])[O:10][C:11]=2[CH3:12])=[C:5]([CH3:17])[CH:4]=[N:3]1.[OH-].[Na+]. Product: [CH3:1][N:2]1[C:6]([C:7]2[CH:8]=[C:9]([C:13]([OH:15])=[O:14])[O:10][C:11]=2[CH3:12])=[C:5]([CH3:17])[CH:4]=[N:3]1. The catalyst class is: 7. (8) Reactant: [NH2:1][C:2]1[N:3]=[N:4][C:5]([CH:8]([CH3:10])[CH3:9])=[CH:6][CH:7]=1.Br[CH2:12][C:13](=O)[CH3:14].C(#N)C.[OH-].[Na+]. Product: [CH:8]([C:5]1[CH:6]=[CH:7][C:2]2[N:3]([CH:12]=[C:13]([CH3:14])[N:1]=2)[N:4]=1)([CH3:10])[CH3:9]. The catalyst class is: 6. (9) Reactant: Br[C:2]1[CH:16]=[CH:15][C:5]([O:6][CH2:7][CH2:8][N:9]2[CH2:14][CH2:13][CH2:12][CH2:11][CH2:10]2)=[C:4]([F:17])[CH:3]=1.[B:18]1([B:18]2[O:22][C:21]([CH3:24])([CH3:23])[C:20]([CH3:26])([CH3:25])[O:19]2)[O:22][C:21]([CH3:24])([CH3:23])[C:20]([CH3:26])([CH3:25])[O:19]1.C([O-])(=O)C.[K+]. Product: [F:17][C:4]1[CH:3]=[C:2]([B:18]2[O:22][C:21]([CH3:24])([CH3:23])[C:20]([CH3:26])([CH3:25])[O:19]2)[CH:16]=[CH:15][C:5]=1[O:6][CH2:7][CH2:8][N:9]1[CH2:14][CH2:13][CH2:12][CH2:11][CH2:10]1. The catalyst class is: 16.